From a dataset of M1 muscarinic receptor antagonist screen with 61,756 compounds. Binary Classification. Given a drug SMILES string, predict its activity (active/inactive) in a high-throughput screening assay against a specified biological target. The compound is O=C(N1CCN(CC1)c1ccccc1)c1cc2c(oc1=O)ccc(OC)c2. The result is 0 (inactive).